Dataset: Reaction yield outcomes from USPTO patents with 853,638 reactions. Task: Predict the reaction yield, written as a fraction of the theoretical maximum amount of product (1.0 means a 100% yield; for example, 0.34 means a 34% yield). The reactants are Cl[C:2]1[CH:7]=[C:6]([C:8]2C=CC(F)=CC=2)C=C[N:3]=1.N[C:16]1[N:20]([CH3:21])[C:19]2[CH:22]=[CH:23][CH:24]=[CH:25][C:18]=2[N:17]=1.C[C:27]1(C)[C:53]2[C:48](=[C:49](P(C3C=CC=CC=3)C3C=CC=CC=3)[CH:50]=[CH:51][CH:52]=2)[O:47][C:29]2[C:30](P(C3C=CC=CC=3)C3C=CC=CC=3)=CC=CC1=2.C([O-])([O-])=[O:69].[Cs+].[Cs+].[OH2:74]. The catalyst is O1CCOCC1.C1C=CC(/C=C/C(/C=C/C2C=CC=CC=2)=O)=CC=1.C1C=CC(/C=C/C(/C=C/C2C=CC=CC=2)=O)=CC=1.C1C=CC(/C=C/C(/C=C/C2C=CC=CC=2)=O)=CC=1.[Pd].[Pd]. The product is [O:74]1[C:25]2[CH:24]=[CH:23][CH:22]=[CH:19][C:18]=2[N:17]=[C:16]1[N:20]([C:21]1[CH:8]=[CH:6][CH:7]=[CH:2][N:3]=1)[CH2:27][CH2:53][CH2:52][CH2:51][CH2:50][CH2:49][C:48]([O:47][CH2:29][CH3:30])=[O:69]. The yield is 0.600.